Predict the reaction yield, written as a fraction of the theoretical maximum amount of product (1.0 means a 100% yield; for example, 0.34 means a 34% yield). From a dataset of Reaction yield outcomes from USPTO patents with 853,638 reactions. (1) The reactants are [CH3:1][O:2][C:3]1[CH:8]=[C:7]([CH3:9])[CH:6]=[CH:5][C:4]=1[CH:10]([NH2:16])[CH2:11][CH2:12][CH:13]([CH3:15])[CH3:14].CCN=C=NCCCN(C)C.C1C=CC2N(O)N=NC=2C=1.CCN(C(C)C)C(C)C.[CH3:47][C:48]1[C:52]([CH:53]([OH:67])[C:54]2[O:55][C:56]3[CH:62]=[CH:61][C:60]([CH2:63][C:64](O)=[O:65])=[CH:59][C:57]=3[CH:58]=2)=[C:51]([CH3:68])[O:50][N:49]=1. The catalyst is C(Cl)Cl.O. The product is [CH3:47][C:48]1[C:52]([CH:53]([OH:67])[C:54]2[O:55][C:56]3[CH:62]=[CH:61][C:60]([CH2:63][C:64]([NH:16][CH:10]([C:4]4[CH:5]=[CH:6][C:7]([CH3:9])=[CH:8][C:3]=4[O:2][CH3:1])[CH2:11][CH2:12][CH:13]([CH3:14])[CH3:15])=[O:65])=[CH:59][C:57]=3[CH:58]=2)=[C:51]([CH3:68])[O:50][N:49]=1. The yield is 0.127. (2) The product is [CH3:23][C:16]1([CH3:22])[CH2:17][CH2:18][CH2:19][CH:20]([CH3:21])[CH:15]1[CH2:14][CH2:13][C:11]1[NH:10][N:9]=[C:8]([C:6]([OH:7])=[O:5])[CH:12]=1. The reactants are [OH-].[Na+].C([O:5][C:6]([C:8]1[CH:12]=[C:11]([CH2:13][CH2:14][CH:15]2[CH:20]([CH3:21])[CH2:19][CH2:18][CH2:17][C:16]2([CH3:23])[CH3:22])[NH:10][N:9]=1)=[O:7])C. The yield is 0.0820. The catalyst is CO. (3) The reactants are [CH3:1][NH:2][C:3]([C:5]1[C:6]([C:18]2[CH:23]=[CH:22][CH:21]=[CH:20][C:19]=2[CH3:24])=[CH:7][C:8]([N:11]2[CH2:16][CH2:15][N:14]([CH3:17])[CH2:13][CH2:12]2)=[CH:9][CH:10]=1)=[O:4].C[Si](C)(C)[N-][Si](C)(C)C.[K+].[F:35][C:36]([F:50])([F:49])[C:37]1[CH:38]=[C:39]([CH:42]=[C:43]([C:45]([F:48])([F:47])[F:46])[CH:44]=1)[CH2:40]Br. The catalyst is C1COCC1. The product is [F:35][C:36]([F:50])([F:49])[C:37]1[CH:38]=[C:39]([CH:42]=[C:43]([C:45]([F:48])([F:47])[F:46])[CH:44]=1)[CH2:40][N:2]([CH3:1])[C:3]([C:5]1[C:6]([C:18]2[CH:23]=[CH:22][CH:21]=[CH:20][C:19]=2[CH3:24])=[CH:7][C:8]([N:11]2[CH2:12][CH2:13][N:14]([CH3:17])[CH2:15][CH2:16]2)=[CH:9][CH:10]=1)=[O:4]. The yield is 0.290. (4) The yield is 0.270. The reactants are [F:1][C:2]1[CH:7]=[C:6]([F:8])[CH:5]=[C:4]([F:9])[CH:3]=1.C([N-]C(C)C)(C)C.[Li+].[CH2:18]([N:20]([CH2:42][CH3:43])[C@H:21]1[CH2:24][C@H:23]([CH2:25][N:26]2[C:34]3[C:29](=[C:30]([C:36]([F:39])([F:38])[F:37])[CH:31]=[C:32]([I:35])[CH:33]=3)[C:28](=[O:40])[C:27]2=[O:41])[CH2:22]1)[CH3:19].C(=O)(O)[O-].[Na+]. The catalyst is O1CCCC1. The product is [F:1][C:2]1[CH:7]=[C:6]([F:8])[CH:5]=[C:4]([F:9])[C:3]=1[C:28]1([OH:40])[C:29]2[C:34](=[CH:33][C:32]([I:35])=[CH:31][C:30]=2[C:36]([F:38])([F:39])[F:37])[N:26]([CH2:25][C@H:23]2[CH2:22][C@H:21]([N:20]([CH2:18][CH3:19])[CH2:42][CH3:43])[CH2:24]2)[C:27]1=[O:41]. (5) The reactants are O=[CH:2][C@H:3]([C@H:5]([C@@H:7]([C@H:9]([CH2:11][OH:12])[OH:10])[OH:8])[OH:6])[OH:4].Cl. No catalyst specified. The product is [C@@H:11]12[O:12][CH2:2][C@H:3]([O:4]1)[C@@H:5]([OH:6])[C@H:7]([OH:8])[C@@H:9]2[OH:10]. The yield is 0.355. (6) The reactants are [F:1][C:2]1[C:7]2[NH:8]C(=O)O[C:11](=[O:12])[C:6]=2[CH:5]=[CH:4][CH:3]=1.[CH2:14]([NH2:16])[CH3:15]. The catalyst is O1CCCC1. The product is [NH2:8][C:7]1[C:2]([F:1])=[CH:3][CH:4]=[CH:5][C:6]=1[C:11]([NH:16][CH2:14][CH3:15])=[O:12]. The yield is 0.900.